This data is from NCI-60 drug combinations with 297,098 pairs across 59 cell lines. The task is: Regression. Given two drug SMILES strings and cell line genomic features, predict the synergy score measuring deviation from expected non-interaction effect. (1) Drug 1: C1CN(CCN1C(=O)CCBr)C(=O)CCBr. Drug 2: COC1=C2C(=CC3=C1OC=C3)C=CC(=O)O2. Cell line: K-562. Synergy scores: CSS=35.4, Synergy_ZIP=-11.9, Synergy_Bliss=-6.25, Synergy_Loewe=-4.17, Synergy_HSA=-4.18. (2) Drug 1: C1=C(C(=O)NC(=O)N1)F. Drug 2: CC12CCC3C(C1CCC2O)C(CC4=C3C=CC(=C4)O)CCCCCCCCCS(=O)CCCC(C(F)(F)F)(F)F. Cell line: SR. Synergy scores: CSS=33.5, Synergy_ZIP=-7.55, Synergy_Bliss=-15.9, Synergy_Loewe=-18.8, Synergy_HSA=-16.2. (3) Drug 1: CC1C(C(=O)NC(C(=O)N2CCCC2C(=O)N(CC(=O)N(C(C(=O)O1)C(C)C)C)C)C(C)C)NC(=O)C3=C4C(=C(C=C3)C)OC5=C(C(=O)C(=C(C5=N4)C(=O)NC6C(OC(=O)C(N(C(=O)CN(C(=O)C7CCCN7C(=O)C(NC6=O)C(C)C)C)C)C(C)C)C)N)C. Drug 2: COC1=C2C(=CC3=C1OC=C3)C=CC(=O)O2. Cell line: OVCAR-5. Synergy scores: CSS=6.61, Synergy_ZIP=-9.05, Synergy_Bliss=-13.6, Synergy_Loewe=-39.7, Synergy_HSA=-13.2.